This data is from Retrosynthesis with 50K atom-mapped reactions and 10 reaction types from USPTO. The task is: Predict the reactants needed to synthesize the given product. (1) Given the product COc1cccc(Sc2sc(CN(C)C(=O)OC(C)(C)C)cc2-c2cccnc2F)c1, predict the reactants needed to synthesize it. The reactants are: CN(Cc1cc(-c2cccnc2F)c(Br)s1)C(=O)OC(C)(C)C.COc1cccc(S)c1. (2) Given the product CN(C)Cc1c[nH]c2c(C(N)=O)ccc(Br)c12, predict the reactants needed to synthesize it. The reactants are: C=O.CNC.NC(=O)c1ccc(Br)c2cc[nH]c12. (3) Given the product CCC(C)N(C)c1cncc(Cl)n1, predict the reactants needed to synthesize it. The reactants are: CCC(C)NC.Clc1cncc(Cl)n1.